Dataset: Forward reaction prediction with 1.9M reactions from USPTO patents (1976-2016). Task: Predict the product of the given reaction. (1) Given the reactants [CH2:1]([C:3]1[N:4]=[C:5]([CH:10]=[O:11])[NH:6][C:7]=1[CH2:8][CH3:9])[CH3:2].Cl([O-])=[O:13].[Na+].P([O-])(O)(O)=O.[Na+].CC(=CC)C, predict the reaction product. The product is: [CH2:8]([C:7]1[N:6]=[C:5]([C:10]([OH:13])=[O:11])[NH:4][C:3]=1[CH2:1][CH3:2])[CH3:9]. (2) Given the reactants [H-].[Na+].[NH:3]1[CH:7]=[N:6][CH:5]=[N:4]1.Br[C:9]1[N:17]([CH2:18][C:19]2[CH:24]=[CH:23][C:22]([O:25][CH3:26])=[CH:21][CH:20]=2)[C:16]2[C:15](=[O:27])[N:14]3[C:28]([CH3:31])=[N:29][N:30]=[C:13]3[N:12]([CH2:32][CH2:33][CH2:34][CH2:35][CH3:36])[C:11]=2[N:10]=1, predict the reaction product. The product is: [CH3:26][O:25][C:22]1[CH:23]=[CH:24][C:19]([CH2:18][N:17]2[C:16]3[C:15](=[O:27])[N:14]4[C:28]([CH3:31])=[N:29][N:30]=[C:13]4[N:12]([CH2:32][CH2:33][CH2:34][CH2:35][CH3:36])[C:11]=3[N:10]=[C:9]2[N:3]2[CH:7]=[N:6][CH:5]=[N:4]2)=[CH:20][CH:21]=1. (3) Given the reactants [OH:1][C:2]1[CH:16]=[CH:15][CH:14]=[CH:13][C:3]=1[O:4][CH2:5][CH2:6][CH2:7][C:8]([O:10][CH2:11][CH3:12])=[O:9].[H-].[Na+].[Br:19][CH2:20][CH2:21][CH2:22]Br, predict the reaction product. The product is: [Br:19][CH2:20][CH2:21][CH2:22][O:1][C:2]1[CH:16]=[CH:15][CH:14]=[CH:13][C:3]=1[O:4][CH2:5][CH2:6][CH2:7][C:8]([O:10][CH2:11][CH3:12])=[O:9]. (4) Given the reactants [CH2:1]([SH:4])[CH2:2][SH:3].B(F)(F)F.CCOCC.[C:14]([O:17][CH2:18][CH2:19][C:20]([C:22]1[CH:27]=[CH:26][C:25]([F:28])=[CH:24][CH:23]=1)=O)(=[O:16])[CH3:15].CCCCCC.CC(=O)OCC, predict the reaction product. The product is: [C:14]([O:17][CH2:18][CH2:19][C:20]1([C:22]2[CH:23]=[CH:24][C:25]([F:28])=[CH:26][CH:27]=2)[S:4][CH2:1][CH2:2][S:3]1)(=[O:16])[CH3:15]. (5) The product is: [OH:29][C:23]([C:25]([F:28])([F:27])[F:26])=[O:24].[N:1]1[CH:6]=[CH:5][C:4]([C:7]2[CH:15]=[C:14]3[C:10]([CH2:11][CH2:12][NH:13]3)=[CH:9][CH:8]=2)=[CH:3][CH:2]=1. Given the reactants [N:1]1[CH:6]=[CH:5][C:4]([C:7]2[CH:15]=[C:14]3[C:10]([CH2:11][CH2:12][N:13]3C(OC(C)(C)C)=O)=[CH:9][CH:8]=2)=[CH:3][CH:2]=1.[C:23]([OH:29])([C:25]([F:28])([F:27])[F:26])=[O:24], predict the reaction product.